This data is from Catalyst prediction with 721,799 reactions and 888 catalyst types from USPTO. The task is: Predict which catalyst facilitates the given reaction. (1) Reactant: [C:1]([C:5]1[CH:9]=[C:8]([NH:10][C:11]([NH:13][C:14]2[CH:19]=[CH:18][C:17]([Cl:20])=[CH:16][CH:15]=2)=[O:12])[N:7]([C:21]2[CH:22]=[C:23]([CH:29]=[CH:30][CH:31]=2)[C:24](OCC)=O)[N:6]=1)([CH3:4])([CH3:3])[CH3:2].O=S(Cl)[Cl:34]. Product: [C:1]([C:5]1[CH:9]=[C:8]([NH:10][C:11]([NH:13][C:14]2[CH:19]=[CH:18][C:17]([Cl:20])=[CH:16][CH:15]=2)=[O:12])[N:7]([C:21]2[CH:31]=[CH:30][CH:29]=[C:23]([CH2:24][Cl:34])[CH:22]=2)[N:6]=1)([CH3:4])([CH3:3])[CH3:2]. The catalyst class is: 22. (2) Reactant: Br[CH:2]([C:4]1[O:5][C:6](=[O:20])[C:7]2[C:12]([C:13]=1[C:14]1[CH:19]=[CH:18][CH:17]=[CH:16][CH:15]=1)=[CH:11][CH:10]=[CH:9][CH:8]=2)[CH3:3].[NH:21]1[C:25]2=[N:26][CH:27]=[N:28][C:29]([NH2:30])=[C:24]2[CH:23]=[N:22]1.C([O-])([O-])=O.[K+].[K+]. Product: [NH2:30][C:29]1[N:28]=[CH:27][N:26]=[C:25]2[N:21]([CH:2]([C:4]3[O:5][C:6](=[O:20])[C:7]4[C:12]([C:13]=3[C:14]3[CH:19]=[CH:18][CH:17]=[CH:16][CH:15]=3)=[CH:11][CH:10]=[CH:9][CH:8]=4)[CH3:3])[N:22]=[CH:23][C:24]=12. The catalyst class is: 3. (3) Reactant: [CH:1]1([S:4]([C:7]2[C:15]([O:16][CH3:17])=[CH:14][CH:13]=[C:12]3[C:8]=2[CH:9]=[N:10][N:11]3[CH:18]([CH2:37][CH:38]2[CH2:43][CH2:42][O:41][CH2:40][CH2:39]2)[C:19](=O)[CH2:20][CH2:21][C:22]([C:24]2[CH:29]=[CH:28][C:27]([CH:30]([OH:35])[C:31]([OH:34])([CH3:33])[CH3:32])=[CH:26][N:25]=2)=O)(=[O:6])=[O:5])[CH2:3][CH2:2]1.C([O-])(=O)C.[NH4+:48].C(O)(=O)C.C(=O)([O-])O.[Na+]. Product: [CH:1]1([S:4]([C:7]2[C:15]([O:16][CH3:17])=[CH:14][CH:13]=[C:12]3[C:8]=2[CH:9]=[N:10][N:11]3[CH:18]([C:19]2[NH:48][C:22]([C:24]3[N:25]=[CH:26][C:27]([CH:30]([OH:35])[C:31]([CH3:33])([OH:34])[CH3:32])=[CH:28][CH:29]=3)=[CH:21][CH:20]=2)[CH2:37][CH:38]2[CH2:39][CH2:40][O:41][CH2:42][CH2:43]2)(=[O:6])=[O:5])[CH2:3][CH2:2]1. The catalyst class is: 8.